From a dataset of Full USPTO retrosynthesis dataset with 1.9M reactions from patents (1976-2016). Predict the reactants needed to synthesize the given product. (1) Given the product [F:23][C:21]1[CH:20]=[CH:19][C:17]2[S:18][C:14]([N:9]3[CH2:10][CH2:11][N:7]([C:3]4[CH:2]=[N:1][CH:6]=[CH:5][CH:4]=4)[C:8]3=[O:12])=[C:15]([CH3:24])[C:16]=2[CH:22]=1, predict the reactants needed to synthesize it. The reactants are: [N:1]1[CH:6]=[CH:5][CH:4]=[C:3]([N:7]2[CH2:11][CH2:10][NH:9][C:8]2=[O:12])[CH:2]=1.Br[C:14]1[S:18][C:17]2[CH:19]=[CH:20][C:21]([F:23])=[CH:22][C:16]=2[C:15]=1[CH3:24].N[C@@H]1CCCC[C@H]1N.C(=O)([O-])[O-].[K+].[K+]. (2) Given the product [CH3:17][S:18]([O:1][CH2:2][CH2:3][N:4]1[CH2:8][CH2:7][O:6][C:5]1=[O:9])(=[O:20])=[O:19], predict the reactants needed to synthesize it. The reactants are: [OH:1][CH2:2][CH2:3][N:4]1[CH2:8][CH2:7][O:6][C:5]1=[O:9].C(N(CC)CC)C.[CH3:17][S:18](Cl)(=[O:20])=[O:19]. (3) Given the product [CH3:19][O:18][C:14]1[CH:13]=[C:12]([C:9]23[CH2:8][CH2:7][CH2:6][CH2:5][C:4]2([CH3:20])[CH2:3][NH:2][CH2:11][CH2:10]3)[CH:17]=[CH:16][CH:15]=1, predict the reactants needed to synthesize it. The reactants are: C[N:2]1[CH2:11][CH2:10][C:9]2([C:12]3[CH:17]=[CH:16][CH:15]=[C:14]([O:18][CH3:19])[CH:13]=3)[C:4]([CH3:20])([CH2:5][CH2:6][CH2:7][CH2:8]2)[CH2:3]1.ClC([O-])=O. (4) Given the product [CH2:27]([NH:1][C:2]1[CH:7]=[C:6]([O:8][CH2:9][CH2:10][CH:11]([CH3:13])[CH3:12])[CH:5]=[CH:4][C:3]=1[NH:14][C:15](=[O:26])[CH2:16][O:17][C:18]1[CH:23]=[CH:22][CH:21]=[C:20]([O:24][CH3:25])[CH:19]=1)[CH:28]([CH3:30])[CH3:29], predict the reactants needed to synthesize it. The reactants are: [NH2:1][C:2]1[CH:7]=[C:6]([O:8][CH2:9][CH2:10][CH:11]([CH3:13])[CH3:12])[CH:5]=[CH:4][C:3]=1[NH:14][C:15](=[O:26])[CH2:16][O:17][C:18]1[CH:23]=[CH:22][CH:21]=[C:20]([O:24][CH3:25])[CH:19]=1.[CH:27](=O)[CH:28]([CH3:30])[CH3:29].[BH3-]C#N.[Na+].NC1C=CC=CC=1. (5) Given the product [F:26][C:23]1[CH:22]=[CH:21][C:20]([N:19]2[C:10]3=[C:11]4[C:15](=[C:6]5[N:5]([CH3:27])[CH:4]=[CH:3][C:2]([NH:1][S:43]([C:37]6[CH:42]=[CH:41][CH:40]=[CH:39][CH:38]=6)(=[O:45])=[O:44])=[C:7]5[CH:8]=[CH:9]3)[C:14](=[O:16])[NH:13][C:12]4=[CH:17][CH2:18]2)=[CH:25][CH:24]=1, predict the reactants needed to synthesize it. The reactants are: [NH2:1][C:2]1[CH:3]=[CH:4][N:5]([CH3:27])[C:6]2[C:7]=1[CH:8]=[CH:9][C:10]1[N:19]([C:20]3[CH:25]=[CH:24][C:23]([F:26])=[CH:22][CH:21]=3)[CH2:18][CH:17]=[C:12]3[NH:13][C:14](=[O:16])[C:15]=2[C:11]=13.C(N(CC)C(C)C)(C)C.[C:37]1([S:43](Cl)(=[O:45])=[O:44])[CH:42]=[CH:41][CH:40]=[CH:39][CH:38]=1. (6) Given the product [CH3:1][Si:2]([CH3:54])([CH3:53])[CH2:3][CH2:4][O:5][CH2:6][N:7]([CH2:45][O:46][CH2:47][CH2:48][Si:49]([CH3:52])([CH3:51])[CH3:50])[C:8]1[N:13]2[N:14]=[CH:15][C:16]([C:17]3[CH:18]=[N:19][C:20]([C:23]4[CH:28]=[CH:27][CH:26]=[CH:25][CH:24]=4)=[CH:21][CH:22]=3)=[C:12]2[N:11]=[C:10]([CH:29]2[CH2:35][CH:34]3[N:36]([C:37]([O:39][C:40]([CH3:43])([CH3:42])[CH3:41])=[O:38])[CH:31]([CH2:32][CH2:33]3)[CH2:30]2)[C:9]=1[C:60]([O:62][CH2:63][CH3:64])=[CH2:61], predict the reactants needed to synthesize it. The reactants are: [CH3:1][Si:2]([CH3:54])([CH3:53])[CH2:3][CH2:4][O:5][CH2:6][N:7]([CH2:45][O:46][CH2:47][CH2:48][Si:49]([CH3:52])([CH3:51])[CH3:50])[C:8]1[N:13]2[N:14]=[CH:15][C:16]([C:17]3[CH:18]=[N:19][C:20]([C:23]4[CH:28]=[CH:27][CH:26]=[CH:25][CH:24]=4)=[CH:21][CH:22]=3)=[C:12]2[N:11]=[C:10]([CH:29]2[CH2:35][CH:34]3[N:36]([C:37]([O:39][C:40]([CH3:43])([CH3:42])[CH3:41])=[O:38])[CH:31]([CH2:32][CH2:33]3)[CH2:30]2)[C:9]=1Br.C([Sn](CCCC)(CCCC)[C:60]([O:62][CH2:63][CH3:64])=[CH2:61])CCC. (7) Given the product [CH:1]1([C:5]2[N:6]=[C:7]([NH:10][C:11]([C:13]3[CH:35]=[CH:34][N:16]4[C:17](=[O:33])[CH:18]=[C:19]([N:21]5[CH2:22][CH2:23][N:24]([CH3:27])[CH2:25][CH2:26]5)[N:20]=[C:15]4[CH:14]=3)=[O:12])[S:8][CH:9]=2)[CH2:4][CH2:3][CH2:2]1, predict the reactants needed to synthesize it. The reactants are: [CH:1]1([C:5]2[N:6]=[C:7]([NH:10][C:11]([C:13]3[CH:35]=[CH:34][N:16]4[C:17](=[O:33])[C:18](/C=C/C(O)=O)=[C:19]([N:21]5[CH2:26][CH2:25][N:24]([CH3:27])[CH2:23][CH2:22]5)[N:20]=[C:15]4[CH:14]=3)=[O:12])[S:8][CH:9]=2)[CH2:4][CH2:3][CH2:2]1.C1(C2N=C(NC(C3C=CN4C(=O)CC(=O)N=C4C=3)=O)SC=2)CCC1.CN1CCNCC1. (8) Given the product [CH3:8][C:7]([NH:10][C:11](=[O:12])[O:13][C:14]([CH3:15])([CH3:16])[CH3:17])([CH3:9])[CH2:6][S:40][CH2:39][CH:38]([CH3:41])[CH3:37], predict the reactants needed to synthesize it. The reactants are: CS(O[CH2:6][C:7]([NH:10][C:11]([O:13][C:14]([CH3:17])([CH3:16])[CH3:15])=[O:12])([CH3:9])[CH3:8])(=O)=O.CC(NC(=O)OC(C)(C)C)(C)COC1C=CC=CC=1.[CH3:37][CH:38]([CH3:41])[CH2:39][SH:40]. (9) Given the product [O:49]1[CH2:53][CH2:52][CH:51]([CH2:54][NH:55][C:14]([C:11]2[CH:10]=[C:9]([CH2:8][O:7][CH2:6][C:5]3[CH:17]=[CH:18][CH:19]=[C:3]([C:1]#[N:2])[CH:4]=3)[O:13][N:12]=2)=[O:16])[CH2:50]1, predict the reactants needed to synthesize it. The reactants are: [C:1]([C:3]1[CH:4]=[C:5]([CH:17]=[CH:18][CH:19]=1)[CH2:6][O:7][CH2:8][C:9]1[O:13][N:12]=[C:11]([C:14]([OH:16])=O)[CH:10]=1)#[N:2].C(N(CC)CC)C.Cl.C(N=C=NCCCN(C)C)C.ON1C2C=CC=CC=2N=N1.[O:49]1[CH2:53][CH2:52][CH:51]([CH2:54][NH2:55])[CH2:50]1.